From a dataset of Forward reaction prediction with 1.9M reactions from USPTO patents (1976-2016). Predict the product of the given reaction. (1) Given the reactants O=[CH:2][C@@H:3]([CH2:5][OH:6])[OH:4].FC(F)(F)C(O)=O.[CH3:14][CH:15]([O:17][C:18]1[CH:25]=[CH:24][C:23]([C:26]2[O:30][N:29]=[C:28]([C:31]3[C:41]([CH3:42])=[CH:40][C:34]4[CH2:35][CH2:36][NH:37][CH2:38][CH2:39][C:33]=4[CH:32]=3)[N:27]=2)=[CH:22][C:19]=1[C:20]#[N:21])[CH3:16].C(O[BH-](OC(=O)C)OC(=O)C)(=O)C.[Na+].C(=O)([O-])O.[Na+], predict the reaction product. The product is: [OH:4][C@H:3]([CH2:5][OH:6])[CH2:2][N:37]1[CH2:36][CH2:35][C:34]2[CH:40]=[C:41]([CH3:42])[C:31]([C:28]3[N:27]=[C:26]([C:23]4[CH:24]=[CH:25][C:18]([O:17][CH:15]([CH3:14])[CH3:16])=[C:19]([CH:22]=4)[C:20]#[N:21])[O:30][N:29]=3)=[CH:32][C:33]=2[CH2:39][CH2:38]1. (2) Given the reactants [C:1]1([C:15](O)=[C:11]([N+:12]([O-:14])=[O:13])[CH:10]=[C:6]([N+:7]([O-:9])=[O:8])[CH:5]=1)[N+:2]([O-:4])=[O:3].C1(C([O-])=C([N+]([O-])=O)C=C([N+]([O-])=O)C=1)[N+:18]([O-])=O.[NH4+].S1(CCCC1)(=O)=O.CN1CCCC1=O, predict the reaction product. The product is: [CH:5]1[C:1]([N+:2]([O-:4])=[O:3])=[C:15]([NH2:18])[C:11]([N+:12]([O-:14])=[O:13])=[CH:10][C:6]=1[N+:7]([O-:9])=[O:8]. (3) The product is: [NH2:21][C:17]1[C:16]2[N:22]=[C:13]([S:12][C:3]3[C:2]([I:1])=[CH:11][C:6]4[O:7][CH2:8][CH2:9][O:10][C:5]=4[CH:4]=3)[N:14]([CH2:24][CH2:25][N:26]3[C:27](=[O:36])[C:28]4[C:33](=[CH:32][CH:31]=[CH:30][CH:29]=4)[C:34]3=[O:35])[C:15]=2[CH:20]=[CH:19][N:18]=1. Given the reactants [I:1][C:2]1[C:3]([S:12][C:13]2[NH:14][C:15]3[CH:20]=[CH:19][N:18]=[C:17]([NH2:21])[C:16]=3[N:22]=2)=[CH:4][C:5]2[O:10][CH2:9][CH2:8][O:7][C:6]=2[CH:11]=1.Br[CH2:24][CH2:25][N:26]1[C:34](=[O:35])[C:33]2[C:28](=[CH:29][CH:30]=[CH:31][CH:32]=2)[C:27]1=[O:36].C([O-])([O-])=O.[Cs+].[Cs+].NC1C2N=C(SC3C(I)=CC4OCOC=4C=3)N(CCN3C(=O)C4C(=CC=CC=4)C3=O)C=2C=CN=1, predict the reaction product. (4) Given the reactants [CH3:1][S:2]([NH:5][C:6]1[CH:36]=[CH:35][C:9]([CH2:10][N:11]2[C:15](=[O:16])[C:14]3([CH2:21][CH2:20][N:19](C(OC(C)(C)C)=O)[CH2:18][CH2:17]3)[N:13]([C:29]3[CH:34]=[CH:33][CH:32]=[CH:31][CH:30]=3)[CH2:12]2)=[CH:8][CH:7]=1)(=[O:4])=[O:3].[ClH:37], predict the reaction product. The product is: [ClH:37].[O:16]=[C:15]1[C:14]2([CH2:17][CH2:18][NH:19][CH2:20][CH2:21]2)[N:13]([C:29]2[CH:30]=[CH:31][CH:32]=[CH:33][CH:34]=2)[CH2:12][N:11]1[CH2:10][C:9]1[CH:8]=[CH:7][C:6]([NH:5][S:2]([CH3:1])(=[O:4])=[O:3])=[CH:36][CH:35]=1. (5) Given the reactants [CH2:1]([O:3][C:4](=[O:14])[CH:5]([C:7]1[S:8][C:9]([Cl:13])=[C:10]([Cl:12])[CH:11]=1)O)[CH3:2].C[C:16](C)(C)[C:17]([O-:20])([O-])[O-:18].[C:23](O)(=O)CCCCC, predict the reaction product. The product is: [CH2:1]([O:3][C:4](=[O:14])[CH2:5][C:7]1[S:8][C:9]([Cl:13])=[C:10]([Cl:12])[C:11]=1[CH2:16][C:17]([O:20][CH3:23])=[O:18])[CH3:2]. (6) Given the reactants [CH3:1][S:2]([C:5]1[CH:10]=[CH:9][C:8]([C:11]2[CH:16]=[CH:15][C:14]([O:17][CH2:18][CH:19]3[CH2:24][CH2:23][NH:22][CH2:21][CH2:20]3)=[CH:13][N:12]=2)=[CH:7][CH:6]=1)(=[O:4])=[O:3].CC([O-])=O.[Na+].[N:30]#[C:31]Br, predict the reaction product. The product is: [CH3:1][S:2]([C:5]1[CH:10]=[CH:9][C:8]([C:11]2[N:12]=[CH:13][C:14]([O:17][CH2:18][CH:19]3[CH2:24][CH2:23][N:22]([C:31]#[N:30])[CH2:21][CH2:20]3)=[CH:15][CH:16]=2)=[CH:7][CH:6]=1)(=[O:3])=[O:4].